From a dataset of Peptide-MHC class II binding affinity with 134,281 pairs from IEDB. Regression. Given a peptide amino acid sequence and an MHC pseudo amino acid sequence, predict their binding affinity value. This is MHC class II binding data. (1) The peptide sequence is SGILQLFVFLVLAGR. The MHC is DRB3_0101 with pseudo-sequence DRB3_0101. The binding affinity (normalized) is 0.134. (2) The peptide sequence is GELQIVDKIDANFKI. The MHC is DRB3_0101 with pseudo-sequence DRB3_0101. The binding affinity (normalized) is 0.654. (3) The MHC is HLA-DQA10301-DQB10301 with pseudo-sequence HLA-DQA10301-DQB10301. The peptide sequence is YAGIRRDGLLLRLVD. The binding affinity (normalized) is 0.272. (4) The peptide sequence is PFTVRYTTEGGTKTE. The MHC is DRB1_0301 with pseudo-sequence DRB1_0301. The binding affinity (normalized) is 0. (5) The MHC is DRB1_1001 with pseudo-sequence DRB1_1001. The peptide sequence is VDAAFKVAATAANAAPANDK. The binding affinity (normalized) is 1.00. (6) The peptide sequence is TAKAPGLVPKLDAAY. The MHC is HLA-DPA10201-DPB10101 with pseudo-sequence HLA-DPA10201-DPB10101. The binding affinity (normalized) is 0.307. (7) The peptide sequence is YFRNEQSIPPLIKKY. The MHC is DRB4_0101 with pseudo-sequence DRB4_0103. The binding affinity (normalized) is 0.214. (8) The peptide sequence is SLETVAIDRPAEVRKHHHHHH. The MHC is DRB1_0301 with pseudo-sequence DRB1_0301. The binding affinity (normalized) is 0.666. (9) The peptide sequence is DKKCIEWEKAQHGAC. The MHC is HLA-DQA10102-DQB10602 with pseudo-sequence HLA-DQA10102-DQB10602. The binding affinity (normalized) is 0.248. (10) The peptide sequence is DRRWCFDGPRTNTIL. The MHC is DRB3_0101 with pseudo-sequence DRB3_0101. The binding affinity (normalized) is 0.155.